This data is from Retrosynthesis with 50K atom-mapped reactions and 10 reaction types from USPTO. The task is: Predict the reactants needed to synthesize the given product. (1) The reactants are: CC(C)c1noc(N2CCC(NC3CC3)CC2)n1.Cc1ncnn1-c1ccc(C(=O)O)cc1. Given the product Cc1ncnn1-c1ccc(C(=O)N(C2CC2)C2CCN(c3nc(C(C)C)no3)CC2)cc1, predict the reactants needed to synthesize it. (2) Given the product Cc1cc(C)n(-c2ccc(Cl)c(C(N)=O)c2)n1, predict the reactants needed to synthesize it. The reactants are: CCN(C(C)C)C(C)C.Cc1cc(C)n(-c2ccc(Cl)c(C(=O)O)c2)n1. (3) Given the product CS(=O)(=O)c1ccc(-c2sc3cc(O)ccc3c2Oc2ccc(OCCN3CCCCC3)cc2)cc1, predict the reactants needed to synthesize it. The reactants are: CS(=O)(=O)c1ccc(-c2sc3cc(OCc4ccccc4)ccc3c2Oc2ccc(OCCN3CCCCC3)cc2)cc1. (4) Given the product C#Cc1ccc(OCC)cn1, predict the reactants needed to synthesize it. The reactants are: CCOc1ccc(C#C[Si](C)(C)C)nc1. (5) Given the product COC(=O)[C@@H]1C[C@H](NC(=O)c2ccccc2)CN1C(=O)OC(C)(C)C, predict the reactants needed to synthesize it. The reactants are: COC(=O)[C@@H]1C[C@H](N)CN1C(=O)OC(C)(C)C.O=C(Cl)c1ccccc1. (6) Given the product COC(=O)c1ccc(NC(=O)COc2ccc(Cl)cc2Cl)cc1, predict the reactants needed to synthesize it. The reactants are: COC(=O)c1ccc(N)cc1.O=C(O)COc1ccc(Cl)cc1Cl.